This data is from Catalyst prediction with 721,799 reactions and 888 catalyst types from USPTO. The task is: Predict which catalyst facilitates the given reaction. (1) Reactant: [CH3:1][Si](C=[N+]=[N-])(C)C.CCCCCC.[OH:14][C:15]1[CH:23]=[CH:22][CH:21]=[C:17]([C:18]([OH:20])=[O:19])[C:16]=1[NH2:24]. Product: [CH3:1][O:19][C:18](=[O:20])[C:17]1[CH:21]=[CH:22][CH:23]=[C:15]([OH:14])[C:16]=1[NH2:24]. The catalyst class is: 442. (2) Reactant: O.O.O.O.O.O.O.O.O.O.O.O.[O-]P([O-])([O-])=O.[Na+].[Na+].[Na+].Br[C:22]1[C:23]([Cl:30])=[C:24]([CH:27]=[CH:28][CH:29]=1)[C:25]#[N:26].[F:31][C:32]([F:51])([F:50])[C:33]1[CH:34]=[C:35](/[CH:39]=[CH:40]/B2OC(C)(C)C(C)(C)O2)[CH:36]=[CH:37][CH:38]=1.O. Product: [Cl:30][C:23]1[C:22](/[CH:40]=[CH:39]/[C:35]2[CH:36]=[CH:37][CH:38]=[C:33]([C:32]([F:31])([F:50])[F:51])[CH:34]=2)=[CH:29][CH:28]=[CH:27][C:24]=1[C:25]#[N:26]. The catalyst class is: 216. (3) Reactant: [NH:1]1[C:5]2=[N:6][CH:7]=[C:8]([NH2:10])[CH:9]=[C:4]2[CH:3]=[CH:2]1.Cl[C:12]([O:14][CH2:15][C:16]1[CH:21]=[CH:20][CH:19]=[CH:18][CH:17]=1)=[O:13].[OH-].[Na+].C(O)(=O)CC(CC(O)=O)(C(O)=O)O. Product: [NH:1]1[C:5]2=[N:6][CH:7]=[C:8]([NH:10][C:12](=[O:13])[O:14][CH2:15][C:16]3[CH:21]=[CH:20][CH:19]=[CH:18][CH:17]=3)[CH:9]=[C:4]2[CH:3]=[CH:2]1. The catalyst class is: 1. (4) Reactant: [F:1][C:2]1[CH:7]=[CH:6][C:5]([F:8])=[CH:4][C:3]=1[CH:9]1[CH2:13][CH2:12][CH2:11][N:10]1[C:14]1[CH:19]=[CH:18][N:17]2[N:20]=[CH:21][C:22](/[CH:23]=[CH:24]/[C:25](O)=[O:26])=[C:16]2[N:15]=1.Cl.[NH:29]1[CH2:32][CH:31]([OH:33])[CH2:30]1.CCN(C(C)C)C(C)C.CN(C(ON1N=NC2C=CC=NC1=2)=[N+](C)C)C.F[P-](F)(F)(F)(F)F. Product: [F:1][C:2]1[CH:7]=[CH:6][C:5]([F:8])=[CH:4][C:3]=1[CH:9]1[CH2:13][CH2:12][CH2:11][N:10]1[C:14]1[CH:19]=[CH:18][N:17]2[N:20]=[CH:21][C:22](/[CH:23]=[CH:24]/[C:25]([N:29]3[CH2:32][CH:31]([OH:33])[CH2:30]3)=[O:26])=[C:16]2[N:15]=1. The catalyst class is: 31. (5) Reactant: [Br:1][C:2]1[CH:7]=[CH:6][C:5]([C:8](=[O:10])[CH3:9])=[CH:4][CH:3]=1.[Li+].C[Si]([N-][Si](C)(C)C)(C)C.[C:21](OCC)(=[O:27])[C:22]([O:24][CH2:25][CH3:26])=[O:23]. Product: [Br:1][C:2]1[CH:7]=[CH:6][C:5]([C:8](=[O:10])[CH2:9][C:21](=[O:27])[C:22]([O:24][CH2:25][CH3:26])=[O:23])=[CH:4][CH:3]=1. The catalyst class is: 1. (6) Reactant: [N:1]([CH2:4][C:5]1[CH:10]=[CH:9][C:8]([C:11]([CH:13]2[CH2:18][CH2:17][CH2:16][CH2:15][CH2:14]2)=[O:12])=[CH:7][CH:6]=1)=[N+]=[N-].[C:19]([O:23][C:24](O[C:24]([O:23][C:19]([CH3:22])([CH3:21])[CH3:20])=[O:25])=[O:25])([CH3:22])([CH3:21])[CH3:20]. Product: [C:19]([O:23][C:24]([NH:1][CH2:4][C:5]1[CH:10]=[CH:9][C:8]([C:11]([CH:13]2[CH2:18][CH2:17][CH2:16][CH2:15][CH2:14]2)=[O:12])=[CH:7][CH:6]=1)=[O:25])([CH3:22])([CH3:21])[CH3:20]. The catalyst class is: 29.